From a dataset of Experimentally validated miRNA-target interactions with 360,000+ pairs, plus equal number of negative samples. Binary Classification. Given a miRNA mature sequence and a target amino acid sequence, predict their likelihood of interaction. (1) The miRNA is rno-miR-101a-3p with sequence UACAGUACUGUGAUAACUGAA. The protein sequence of the target gene is MARPPASLGSQAPDRDRGEANVVTRVSQWADNHLRLVQNISTGMAIAGIMLLIRSVRLTSKFTTSSDIPVEFIRKKVKLRGRLQRITECGLEIEHIPITLPFISSWKEEPRGVLLVKLAGVELTESGKVWLQAELKPSQLLWFQLLGKEDSALFCYLLVNKGGYFNVNLNEEILRRGLGKTVLVKGLNYDSKTHWKIHRNLLKAELTALKKGEGIWKEESEKESYFRKLKDSWRERWTKDNDLKPAGADLGSTKDSYHDSRRRASGKGKDSVSNYSFFLKLREFVSRLHFWRKG. Result: 0 (no interaction). (2) The miRNA is mmu-miR-466p-5p with sequence UAUGUGUGUGUACAUGUACAU. The protein sequence of the target gene is MDASRDIGSFVVWDYVVFAGMLLISAAIGIYYAFAGGGQQTSKDFLMGGRSMSAVPVALSLTASFMSAVTVLGTPAEVYRFGAIFSIFVITYFFVVVISAEVFLPVFYRLGITSTYEYLELRFNRCIRLCGTILFIVQTILYTGIVIYAPALALNQVTGFDLWGAVVATGVVCTFYCTLGGLKAVVWTDVFQVGIMVAGFASVIIQASITQHGINKILSDAFNGGRLNFWNFDPNPLQRHTFWTIVIGGTFTWTTIYGVNQSQVQRYISCKSRLHAKLSLYVNLVGLWVILTCSIFCGLA.... Result: 1 (interaction).